This data is from Full USPTO retrosynthesis dataset with 1.9M reactions from patents (1976-2016). The task is: Predict the reactants needed to synthesize the given product. (1) Given the product [ClH:1].[NH2:24][C@@H:22]([C:19]1[CH:20]=[CH:21][C:16]([C:5]2[C:6]3[C:7]4[CH:15]=[CH:14][S:13][C:8]=4[C:9](=[O:12])[NH:10][C:11]=3[C:2]([Cl:1])=[CH:3][C:4]=2[OH:32])=[CH:17][CH:18]=1)[CH3:23], predict the reactants needed to synthesize it. The reactants are: [Cl:1][C:2]1[C:11]2[NH:10][C:9](=[O:12])[C:8]3[S:13][CH:14]=[CH:15][C:7]=3[C:6]=2[C:5]([C:16]2[CH:21]=[CH:20][C:19]([CH:22]([NH:24]C(=O)OC(C)(C)C)[CH3:23])=[CH:18][CH:17]=2)=[C:4]([O:32]C)[CH:3]=1.B(Br)(Br)Br. (2) Given the product [C:1]1([C:7]2[C:8]([C:13]([OH:15])=[O:14])=[N:9][CH:10]=[CH:11][CH:12]=2)[CH:2]=[CH:3][CH:4]=[CH:5][CH:6]=1, predict the reactants needed to synthesize it. The reactants are: [C:1]1([C:7]2[C:8]([C:13]([O:15]C)=[O:14])=[N:9][CH:10]=[CH:11][CH:12]=2)[CH:6]=[CH:5][CH:4]=[CH:3][CH:2]=1.[OH-].[K+].P(=O)(O)(O)O. (3) Given the product [Cl:18][C:4]1[CH:5]=[C:6]([NH:8][S:9]([C:12]2[CH:13]=[CH:14][CH:15]=[CH:16][CH:17]=2)(=[O:10])=[O:11])[CH:7]=[C:2]([Cl:1])[C:3]=1[NH:19][C:20]([CH2:22][C:23]1[CH:24]=[CH:25][C:26]([C:27]([NH2:36])=[NH:28])=[CH:29][CH:30]=1)=[O:21], predict the reactants needed to synthesize it. The reactants are: [Cl:1][C:2]1[CH:7]=[C:6]([NH:8][S:9]([C:12]2[CH:17]=[CH:16][CH:15]=[CH:14][CH:13]=2)(=[O:11])=[O:10])[CH:5]=[C:4]([Cl:18])[C:3]=1[NH:19][C:20]([CH2:22][C:23]1[CH:30]=[CH:29][C:26]([C:27]#[N:28])=[CH:25][CH:24]=1)=[O:21].Cl.C(=O)([O-])[O-].[NH4+:36].[NH4+].ClCl.